Predict which catalyst facilitates the given reaction. From a dataset of Catalyst prediction with 721,799 reactions and 888 catalyst types from USPTO. (1) Reactant: [H-].[Na+].[N+:3]([C:6]1[CH:14]=[C:13]2[C:9]([CH:10]=[CH:11][NH:12]2)=[CH:8][CH:7]=1)([O-:5])=[O:4].[OH:15][C:16]1[CH:17]=[C:18]([CH:21]=[CH:22][CH:23]=1)[C:19]#[N:20].I[CH2:25]I. Product: [N+:3]([C:6]1[CH:14]=[C:13]2[C:9]([CH:10]=[CH:11][N:12]2[CH2:25][O:15][C:16]2[CH:17]=[C:18]([CH:21]=[CH:22][CH:23]=2)[C:19]#[N:20])=[CH:8][CH:7]=1)([O-:5])=[O:4]. The catalyst class is: 3. (2) Reactant: [Cl:1]N1C(=O)CCC1=O.C(O)(=O)C.C(NC(=O)[O-])C.[CH3:19][O:20][C:21]1[CH:22]=[CH:23][C:24]2[CH:25]([CH3:33])[CH:26]3[CH2:30][NH:29][CH2:28][CH:27]3[C:31]=2[CH:32]=1. Product: [CH3:19][O:20][C:21]1[C:22]([Cl:1])=[CH:23][C:24]2[CH:25]([CH3:33])[CH:26]3[CH2:30][NH:29][CH2:28][CH:27]3[C:31]=2[CH:32]=1. The catalyst class is: 279. (3) Reactant: [Cl:1][C:2]1[CH:3]=[C:4]([CH:17]=[CH:18][C:19]=1[Cl:20])[CH2:5][O:6][C:7]1[CH:16]=[CH:15][C:10]([C:11]([O:13]C)=[O:12])=[CH:9][CH:8]=1.[OH-].[Li+]. Product: [Cl:1][C:2]1[CH:3]=[C:4]([CH:17]=[CH:18][C:19]=1[Cl:20])[CH2:5][O:6][C:7]1[CH:16]=[CH:15][C:10]([C:11]([OH:13])=[O:12])=[CH:9][CH:8]=1. The catalyst class is: 7. (4) Reactant: [CH3:1][C:2]1[CH:11]=[CH:10][C:9]2[N:8]=[CH:7][C:6]3[NH:12][C:13](=[O:26])[N:14]([C:15]4[CH:20]=[CH:19][C:18]([C:21]([CH3:25])([CH3:24])[C:22]#[N:23])=[CH:17][CH:16]=4)[C:5]=3[C:4]=2[CH:3]=1.C(N(CC)CC)C.[CH3:34][C:35]1[CH:36]=[C:37]([S:41](Cl)(=[O:43])=[O:42])[CH:38]=[CH:39][CH:40]=1.O. Product: [CH3:25][C:21]([C:18]1[CH:17]=[CH:16][C:15]([N:14]2[C:5]3[C:4]4[CH:3]=[C:2]([CH3:1])[CH:11]=[CH:10][C:9]=4[N:8]=[CH:7][C:6]=3[N:12]([S:41]([C:37]3[CH:36]=[C:35]([CH3:34])[CH:40]=[CH:39][CH:38]=3)(=[O:43])=[O:42])[C:13]2=[O:26])=[CH:20][CH:19]=1)([CH3:24])[C:22]#[N:23]. The catalyst class is: 4.